This data is from Peptide-MHC class II binding affinity with 134,281 pairs from IEDB. The task is: Regression. Given a peptide amino acid sequence and an MHC pseudo amino acid sequence, predict their binding affinity value. This is MHC class II binding data. The peptide sequence is GYKVLVLNPSVAATLGFGAY. The MHC is DRB1_1201 with pseudo-sequence DRB1_1201. The binding affinity (normalized) is 0.154.